From a dataset of Catalyst prediction with 721,799 reactions and 888 catalyst types from USPTO. Predict which catalyst facilitates the given reaction. Reactant: [F:1][C:2]([F:42])([F:41])[C:3]1[CH:8]=[CH:7][C:6]([C:9]2[N:13]([CH2:14][O:15][CH2:16][CH2:17][Si:18]([CH3:21])([CH3:20])[CH3:19])[C:12]([N:22]3[CH2:27][CH2:26][N:25]([C:28]4[C:33]([C:34]([F:37])([F:36])[F:35])=[CH:32][CH:31]=[CH:30][N:29]=4)[CH2:24][CH2:23]3)=[N:11][C:10]=2[C:38](O)=[O:39])=[CH:5][CH:4]=1.[F:43][C:44]1[CH:45]=[C:46]([CH:48]=[C:49]([F:52])[C:50]=1[F:51])[NH2:47].N=C=N.C1C=NC2N(O)N=NC=2C=1. Product: [F:42][C:2]([F:1])([F:41])[C:3]1[CH:4]=[CH:5][C:6]([C:9]2[N:13]([CH2:14][O:15][CH2:16][CH2:17][Si:18]([CH3:20])([CH3:19])[CH3:21])[C:12]([N:22]3[CH2:23][CH2:24][N:25]([C:28]4[C:33]([C:34]([F:37])([F:35])[F:36])=[CH:32][CH:31]=[CH:30][N:29]=4)[CH2:26][CH2:27]3)=[N:11][C:10]=2[C:38]([NH:47][C:46]2[CH:45]=[C:44]([F:43])[C:50]([F:51])=[C:49]([F:52])[CH:48]=2)=[O:39])=[CH:7][CH:8]=1. The catalyst class is: 85.